From a dataset of M1 muscarinic receptor antagonist screen with 61,756 compounds. Binary Classification. Given a drug SMILES string, predict its activity (active/inactive) in a high-throughput screening assay against a specified biological target. (1) The molecule is O(CCN(c1cc(OC)ccc1)C(=O)COC)CC. The result is 0 (inactive). (2) The molecule is S(CCC(NC(=O)Nc1ccc(C(C)C)cc1)C(OC)=O)C. The result is 0 (inactive). (3) The compound is O=C(N1CCN(CC1)c1ncccc1)c1oc(cc1)C#Cc1ccccc1. The result is 0 (inactive). (4) The molecule is Brc1cc(CNc2ccc(O)cc2)c(OC)cc1. The result is 0 (inactive). (5) The drug is O1C2=C(C(c3c(OC(=O)c4occc4)c(OC)ccc3)C(=C1N)C#N)C(=O)CCC2. The result is 0 (inactive). (6) The drug is S(=O)(=O)(N(CC(=O)N1CCc2c1cccc2)c1ccc(C(C)C)cc1)c1c(onc1C)C. The result is 0 (inactive). (7) The drug is S(C=1NC(=O)CC(c2ccc(OCC)cc2)C1C#N)CC(OC)=O. The result is 0 (inactive). (8) The molecule is Fc1c(C(=O)NCCc2nc3n(c2)cccc3)cccc1. The result is 0 (inactive). (9) The compound is N1(CCN(CC1)C)c1n2c(nc3c2cccc3)c(c(c1CC=C)C)C#N. The result is 0 (inactive). (10) The molecule is o1c(C(N(c2c(OC)cccc2)C(=O)Cn2nnc3c2cccc3)C(=O)NCc2occc2)ccc1C. The result is 0 (inactive).